From a dataset of Full USPTO retrosynthesis dataset with 1.9M reactions from patents (1976-2016). Predict the reactants needed to synthesize the given product. (1) Given the product [OH:18][CH2:17][N:14]1[C:12]2[N:13]=[C:8]([NH:7][C:5]3[CH:4]=[N:3][N:2]([CH3:1])[CH:6]=3)[N:9]=[C:10]([NH:25][C@H:26]3[CH2:29][C@H:28]([NH:30][C:31](=[O:34])[CH:32]=[CH2:33])[CH2:27]3)[C:11]=2[CH:16]=[CH:15]1, predict the reactants needed to synthesize it. The reactants are: [CH3:1][N:2]1[CH:6]=[C:5]([NH:7][C:8]2[N:9]=[C:10]([NH:25][C@H:26]3[CH2:29][C@H:28]([NH:30][C:31](=[O:34])[CH:32]=[CH2:33])[CH2:27]3)[C:11]3[CH:16]=[CH:15][N:14]([CH2:17][O:18]CC[Si](C)(C)C)[C:12]=3[N:13]=2)[CH:4]=[N:3]1.C(O)(C(F)(F)F)=O. (2) Given the product [CH:19]([N:18]1[CH:17]=[N:16][N:15]=[C:14]1[N:8]1[N:7]=[C:6]2[C:10]([CH2:11][CH2:12][O:13][C:4]3[CH:3]=[CH:2][CH:23]=[CH:22][C:5]=32)=[CH:9]1)([CH3:21])[CH3:20], predict the reactants needed to synthesize it. The reactants are: Br[C:2]1[CH:23]=[CH:22][C:5]2[C:6]3[C:10]([CH2:11][CH2:12][O:13][C:4]=2[CH:3]=1)=[CH:9][N:8]([C:14]1[N:18]([CH:19]([CH3:21])[CH3:20])[CH:17]=[N:16][N:15]=1)[N:7]=3. (3) Given the product [OH:19][C:16]1[C:15]2[C:10]([C:9]3[C:18]([CH:17]=1)=[C:5]1[C:3]([O:2][C:21](=[O:22])[C:6]1=[CH:7][CH:8]=3)=[O:4])=[CH:11][CH:12]=[CH:13][CH:14]=2, predict the reactants needed to synthesize it. The reactants are: C[O:2][C:3]([C:5]1[C:6]([C:21](OC)=[O:22])=[CH:7][CH:8]=[C:9]2[C:18]=1[CH:17]=[C:16]([O:19]C)[C:15]1[C:10]2=[CH:11][CH:12]=[CH:13][CH:14]=1)=[O:4].[Na+].C(=O)([O-])O. (4) Given the product [CH3:18][O:17][C:3]1[CH:4]=[C:5]2[C:10](=[CH:11][CH:2]=1)[NH:9][C:8](=[O:12])[C:7](=[O:21])[NH:6]2, predict the reactants needed to synthesize it. The reactants are: F[C:2]1[CH:11]=[C:10]2[C:5]([N:6]=[C:7](C(F)(F)F)[C:8](=[O:12])[NH:9]2)=[CH:4][C:3]=1[O:17][CH3:18].C(OCC)(=O)C(OCC)=[O:21].FC(F)(F)C(=O)C(OCC)=O. (5) Given the product [C:1]([O:5][C:6]([NH:8][C@H:9]1[CH2:18][CH2:17][C:16]2[C:11](=[CH:12][C:13]([O:19][CH2:20][C:21]([N:24]3[CH2:29][CH2:28][CH2:27][CH2:26][CH2:25]3)=[O:23])=[CH:14][CH:15]=2)[CH2:10]1)=[O:7])([CH3:3])([CH3:2])[CH3:4], predict the reactants needed to synthesize it. The reactants are: [C:1]([O:5][C:6]([NH:8][C@H:9]1[CH2:18][CH2:17][C:16]2[C:11](=[CH:12][C:13]([O:19][CH2:20][C:21]([OH:23])=O)=[CH:14][CH:15]=2)[CH2:10]1)=[O:7])([CH3:4])([CH3:3])[CH3:2].[NH:24]1[CH2:29][CH2:28][CH2:27][CH2:26][CH2:25]1.F[P-](F)(F)(F)(F)F.N1(O[P+](N(C)C)(N(C)C)N(C)C)C2C=CC=CC=2N=N1.C(N(CC)CC)C.